Dataset: NCI-60 drug combinations with 297,098 pairs across 59 cell lines. Task: Regression. Given two drug SMILES strings and cell line genomic features, predict the synergy score measuring deviation from expected non-interaction effect. (1) Drug 1: C1CN1P(=S)(N2CC2)N3CC3. Drug 2: CC(C)NC(=O)C1=CC=C(C=C1)CNNC.Cl. Cell line: NCIH23. Synergy scores: CSS=32.1, Synergy_ZIP=-10.4, Synergy_Bliss=-3.11, Synergy_Loewe=-18.0, Synergy_HSA=-2.20. (2) Drug 1: C(=O)(N)NO. Drug 2: COCCOC1=C(C=C2C(=C1)C(=NC=N2)NC3=CC=CC(=C3)C#C)OCCOC.Cl. Cell line: T-47D. Synergy scores: CSS=-0.364, Synergy_ZIP=-4.00, Synergy_Bliss=-9.01, Synergy_Loewe=-4.79, Synergy_HSA=-5.74. (3) Drug 1: C1CCC(C(C1)N)N.C(=O)(C(=O)[O-])[O-].[Pt+4]. Drug 2: COCCOC1=C(C=C2C(=C1)C(=NC=N2)NC3=CC=CC(=C3)C#C)OCCOC.Cl. Cell line: NCIH23. Synergy scores: CSS=23.8, Synergy_ZIP=-8.18, Synergy_Bliss=-5.04, Synergy_Loewe=0.533, Synergy_HSA=0.944. (4) Drug 2: C1C(C(OC1N2C=C(C(=O)NC2=O)F)CO)O. Drug 1: CN(CC1=CN=C2C(=N1)C(=NC(=N2)N)N)C3=CC=C(C=C3)C(=O)NC(CCC(=O)O)C(=O)O. Synergy scores: CSS=39.8, Synergy_ZIP=-12.1, Synergy_Bliss=-6.75, Synergy_Loewe=-15.0, Synergy_HSA=-5.28. Cell line: HS 578T.